From a dataset of Catalyst prediction with 721,799 reactions and 888 catalyst types from USPTO. Predict which catalyst facilitates the given reaction. Reactant: [N:1]([CH2:4][CH2:5][O:6][CH2:7][CH2:8][O:9][CH2:10][CH2:11][O:12][CH2:13][CH2:14][O:15][C:16]1[CH:21]=[CH:20][C:19]([N+:22]([O-:24])=[O:23])=[CH:18][CH:17]=1)=[N+]=[N-].C1(P(C2C=CC=CC=2)C2C=CC=CC=2)C=CC=CC=1.O. Product: [N+:22]([C:19]1[CH:18]=[CH:17][C:16]([O:15][CH2:14][CH2:13][O:12][CH2:11][CH2:10][O:9][CH2:8][CH2:7][O:6][CH2:5][CH2:4][NH2:1])=[CH:21][CH:20]=1)([O-:24])=[O:23]. The catalyst class is: 7.